This data is from Forward reaction prediction with 1.9M reactions from USPTO patents (1976-2016). The task is: Predict the product of the given reaction. (1) Given the reactants [CH2:1]([O:3][C:4]1[CH:9]=[CH:8][C:7]([C:10]2[CH2:16][C@H:15]3[N:12]([C:13](=[O:20])[C@@H:14]3[C@H:17]([OH:19])[CH3:18])[C:11]=2[C:21]([O:23]CC2C=CC([N+]([O-])=O)=CC=2)=[O:22])=[CH:6][CH:5]=1)[CH3:2].C(=O)([O-])O.[Na+:38].O.[H][H], predict the reaction product. The product is: [CH2:1]([O:3][C:4]1[CH:9]=[CH:8][C:7]([C:10]2[CH2:16][C@H:15]3[N:12]([C:13](=[O:20])[C@@H:14]3[C@H:17]([OH:19])[CH3:18])[C:11]=2[C:21]([O-:23])=[O:22])=[CH:6][CH:5]=1)[CH3:2].[Na+:38]. (2) The product is: [F:1][C:2]1[CH:7]=[C:6]([F:8])[CH:5]=[CH:4][C:3]=1[C@:9]12[CH2:18][O:17][C@@H:16]([C:19]3[N:24]=[C:23]([CH3:25])[CH:22]=[CH:21][N:20]=3)[CH2:15][C@H:14]1[CH2:13][S:12][C:11]([NH2:26])=[N:10]2. Given the reactants [F:1][C:2]1[CH:7]=[C:6]([F:8])[CH:5]=[CH:4][C:3]=1[C@:9]12[CH2:18][O:17][C@@H:16]([C:19]3[N:24]=[C:23]([CH3:25])[CH:22]=[CH:21][N:20]=3)[CH2:15][C@H:14]1[CH2:13][S:12][C:11]([NH:26]C(=O)C1C=CC=CC=1)=[N:10]2.FC1C=C(F)C=CC=1[C@]12CO[C@@H](C3OC=CN=3)C[C@H]1CSC(N)=N2, predict the reaction product. (3) Given the reactants [C:1]1([N:7]2[C:12](=[O:13])[C:11]3[S:14][CH:15]=[C:16]([C:17]4[CH:22]=[CH:21][CH:20]=[CH:19][CH:18]=4)[C:10]=3[N:9]=[CH:8]2)[CH:6]=[CH:5][CH:4]=[CH:3][CH:2]=1.N[C:24]1[C:28]([C:29]2C3C(=CC=CC=3)C=CC=2)=CS[C:25]=1C(OC)=O.C(OCC)(OCC)OCC.[Cl:53]C1C=CC(N)=CC=1, predict the reaction product. The product is: [Cl:53][C:4]1[CH:5]=[CH:6][C:1]([N:7]2[C:12](=[O:13])[C:11]3[S:14][CH:15]=[C:16]([C:17]4[C:18]5[C:19](=[CH:25][CH:24]=[CH:28][CH:29]=5)[CH:20]=[CH:21][CH:22]=4)[C:10]=3[N:9]=[CH:8]2)=[CH:2][CH:3]=1. (4) Given the reactants Cl.[CH2:2]([O:4][C:5](=[O:34])[C:6]1[CH:11]=[C:10]([N:12]2[C:16]([CH3:17])=[CH:15][CH:14]=[C:13]2[C:18]2[CH:23]=[CH:22][CH:21]=[CH:20][C:19]=2[O:24]CC2C=CC(OC)=CC=2)[CH:9]=[N:8][CH:7]=1)[CH3:3], predict the reaction product. The product is: [CH2:2]([O:4][C:5](=[O:34])[C:6]1[CH:11]=[C:10]([N:12]2[C:16]([CH3:17])=[CH:15][CH:14]=[C:13]2[C:18]2[CH:23]=[CH:22][CH:21]=[CH:20][C:19]=2[OH:24])[CH:9]=[N:8][CH:7]=1)[CH3:3]. (5) Given the reactants Cl.[CH3:2][O:3][C:4](=[O:8])[C@H:5]([CH3:7])[NH2:6].[C:9](O)(=[O:31])[CH2:10][CH2:11]/[CH:12]=[CH:13]\[CH2:14]/[CH:15]=[CH:16]\[CH2:17]/[CH:18]=[CH:19]\[CH2:20]/[CH:21]=[CH:22]\[CH2:23]/[CH:24]=[CH:25]\[CH2:26]/[CH:27]=[CH:28]\[CH2:29][CH3:30].CCN=C=NCCCN(C)C.CCN(C(C)C)C(C)C, predict the reaction product. The product is: [C:9]([NH:6][C@@H:5]([CH3:7])[C:4]([O:3][CH3:2])=[O:8])(=[O:31])[CH2:10][CH2:11]/[CH:12]=[CH:13]\[CH2:14]/[CH:15]=[CH:16]\[CH2:17]/[CH:18]=[CH:19]\[CH2:20]/[CH:21]=[CH:22]\[CH2:23]/[CH:24]=[CH:25]\[CH2:26]/[CH:27]=[CH:28]\[CH2:29][CH3:30]. (6) Given the reactants [CH3:1][O:2][C:3](=[O:11])[C:4]1[CH:9]=[CH:8][C:7]([NH2:10])=[CH:6][CH:5]=1.[CH:12](=O)[CH2:13][CH2:14][CH3:15], predict the reaction product. The product is: [CH2:12]([NH:10][C:7]1[CH:8]=[CH:9][C:4]([C:3]([O:2][CH3:1])=[O:11])=[CH:5][CH:6]=1)[CH2:13][CH2:14][CH3:15]. (7) Given the reactants I[C:2]1[C:3](=[O:28])[NH:4][C:5](=[O:27])[N:6]([CH2:8][CH2:9][CH2:10][N:11]2[CH2:16][C@H:15]3[C@:13]([C:17]4[CH:22]=[CH:21][C:20]([C:23]([F:26])([F:25])[F:24])=[CH:19][CH:18]=4)([CH2:14]3)[CH2:12]2)[CH:7]=1.[F:29][C:30]1[CH:35]=[CH:34][CH:33]=[CH:32][C:31]=1B(O)O.C([O-])([O-])=O.[Na+].[Na+].C1(P(C2CCCCC2)C2C=CC=CC=2C2C=CC=CC=2)CCCCC1, predict the reaction product. The product is: [F:29][C:30]1[CH:35]=[CH:34][CH:33]=[CH:32][C:31]=1[C:2]1[C:3](=[O:28])[NH:4][C:5](=[O:27])[N:6]([CH2:8][CH2:9][CH2:10][N:11]2[CH2:16][C@H:15]3[C@:13]([C:17]4[CH:22]=[CH:21][C:20]([C:23]([F:26])([F:25])[F:24])=[CH:19][CH:18]=4)([CH2:14]3)[CH2:12]2)[CH:7]=1. (8) Given the reactants [Br:1][C:2]1[CH:3]=[C:4]([C:9]([OH:11])=O)[C:5]([Cl:8])=[N:6][CH:7]=1.C(N1C=CN=C1)(N1C=CN=C1)=O.[CH2:24]([O:26][C:27](=[O:32])[CH2:28]C(O)=O)[CH3:25].C[Mg]Br.Cl, predict the reaction product. The product is: [Br:1][C:2]1[CH:3]=[C:4]([C:9](=[O:11])[CH2:28][C:27]([O:26][CH2:24][CH3:25])=[O:32])[C:5]([Cl:8])=[N:6][CH:7]=1. (9) The product is: [CH2:22]([C:24]1[N:34]([CH:2]([C:4]2[CH:21]=[CH:20][C:7]3/[C:8](=[CH:17]/[C:18]#[N:19])/[C:9]4[CH:16]=[CH:15][CH:14]=[CH:13][C:10]=4[CH2:11][CH2:12][C:6]=3[CH:5]=2)[CH3:3])[C:27]2=[N:28][C:29]([CH3:33])=[CH:30][C:31]([CH3:32])=[C:26]2[N:25]=1)[CH3:23]. Given the reactants O[CH:2]([C:4]1[CH:21]=[CH:20][C:7]2/[C:8](=[CH:17]/[C:18]#[N:19])/[C:9]3[CH:16]=[CH:15][CH:14]=[CH:13][C:10]=3[CH2:11][CH2:12][C:6]=2[CH:5]=1)[CH3:3].[CH2:22]([C:24]1[NH:34][C:27]2=[N:28][C:29]([CH3:33])=[CH:30][C:31]([CH3:32])=[C:26]2[N:25]=1)[CH3:23].C1(P(C2C=CC=CC=2)C2C=CC=CC=2)C=CC=CC=1.N(C(OC(C)(C)C)=O)=NC(OC(C)(C)C)=O, predict the reaction product. (10) The product is: [Cl:47][C:44]1[CH:45]=[CH:46][C:41]([C@H:10]2[C@H:9]([O:8][CH2:1][C:2]3[CH:7]=[CH:6][CH:5]=[CH:4][CH:3]=3)[C@@H:14]([O:15][CH2:16][C:17]3[CH:22]=[CH:21][CH:20]=[CH:19][CH:18]=3)[C@H:13]([O:23][CH2:24][C:25]3[CH:26]=[CH:27][CH:28]=[CH:29][CH:30]=3)[C@@H:12]([CH2:31][O:32][CH2:33][C:34]3[CH:39]=[CH:38][CH:37]=[CH:36][CH:35]=3)[S:11]2)=[CH:42][C:43]=1[CH2:48][C:49]1[CH:58]=[CH:57][C:52]2[O:53][CH2:54][CH2:55][O:56][C:51]=2[CH:50]=1. Given the reactants [CH2:1]([O:8][C@@H:9]1[C@@H:14]([O:15][CH2:16][C:17]2[CH:22]=[CH:21][CH:20]=[CH:19][CH:18]=2)[C@H:13]([O:23][CH2:24][C:25]2[CH:30]=[CH:29][CH:28]=[CH:27][CH:26]=2)[C@@H:12]([CH2:31][O:32][CH2:33][C:34]2[CH:39]=[CH:38][CH:37]=[CH:36][CH:35]=2)[S:11][C:10]1([C:41]1[CH:46]=[CH:45][C:44]([Cl:47])=[C:43]([CH2:48][C:49]2[CH:58]=[CH:57][C:52]3[O:53][CH2:54][CH2:55][O:56][C:51]=3[CH:50]=2)[CH:42]=1)O)[C:2]1[CH:7]=[CH:6][CH:5]=[CH:4][CH:3]=1.C([SiH](CC)CC)C.B(F)(F)F.CCOCC, predict the reaction product.